From a dataset of Reaction yield outcomes from USPTO patents with 853,638 reactions. Predict the reaction yield, written as a fraction of the theoretical maximum amount of product (1.0 means a 100% yield; for example, 0.34 means a 34% yield). (1) The reactants are [Cl:1][C:2]1[CH:3]=[C:4]([CH:29]=[CH:30][C:31]=1[Cl:32])[C:5]([NH:7][C:8]1[CH:28]=[CH:27][C:11]([CH2:12][C:13]2[N:18]3[CH:19]=[CH:20][N:21]=[C:17]3[C:16]([CH2:22][C:23]([O:25]C)=[O:24])=[CH:15][N:14]=2)=[CH:10][CH:9]=1)=[O:6].[OH-].[Na+]. The catalyst is CO. The product is [Cl:1][C:2]1[CH:3]=[C:4]([CH:29]=[CH:30][C:31]=1[Cl:32])[C:5]([NH:7][C:8]1[CH:28]=[CH:27][C:11]([CH2:12][C:13]2[N:18]3[CH:19]=[CH:20][N:21]=[C:17]3[C:16]([CH2:22][C:23]([OH:25])=[O:24])=[CH:15][N:14]=2)=[CH:10][CH:9]=1)=[O:6]. The yield is 0.710. (2) The yield is 0.830. The reactants are [NH2:1][C:2]1[N:7]=[CH:6][N:5]=[C:4]2[N:8]([CH:12]([C:14]3[C:15]([O:32][CH3:33])=[C:16]([CH:22]4[CH2:25][N:24]([C@H:26]([CH3:31])[C:27]([O:29]C)=[O:28])[CH2:23]4)[C:17]([CH3:21])=[C:18]([Cl:20])[CH:19]=3)[CH3:13])[N:9]=[C:10]([CH3:11])[C:3]=12.[OH-].[Li+]. The product is [NH2:1][C:2]1[N:7]=[CH:6][N:5]=[C:4]2[N:8]([CH:12]([C:14]3[C:15]([O:32][CH3:33])=[C:16]([CH:22]4[CH2:25][N:24]([C@H:26]([CH3:31])[C:27]([OH:29])=[O:28])[CH2:23]4)[C:17]([CH3:21])=[C:18]([Cl:20])[CH:19]=3)[CH3:13])[N:9]=[C:10]([CH3:11])[C:3]=12. The catalyst is C(#N)C.O.C(OCC)(=O)C.Cl. (3) The reactants are Br[C:2]1[CH:3]=[CH:4][C:5]([O:16][CH3:17])=[C:6]([CH:15]=1)[O:7][Si:8]([C:11]([CH3:14])([CH3:13])[CH3:12])([CH3:10])[CH3:9].C([Li])(C)(C)C.[Cl:23][C:24]1[CH:29]=[CH:28][C:27]([CH:30]=[O:31])=[CH:26][C:25]=1[S:32]([NH2:35])(=[O:34])=[O:33]. The catalyst is O1CCCC1. The product is [C:11]([Si:8]([CH3:10])([CH3:9])[O:7][C:6]1[CH:15]=[C:2]([CH:30]([OH:31])[C:27]2[CH:28]=[CH:29][C:24]([Cl:23])=[C:25]([S:32]([NH2:35])(=[O:33])=[O:34])[CH:26]=2)[CH:3]=[CH:4][C:5]=1[O:16][CH3:17])([CH3:14])([CH3:13])[CH3:12]. The yield is 0.590. (4) The reactants are C([O:4][CH2:5][C:6]1[C:11]([CH3:12])=[C:10]([O:13][CH2:14][CH2:15][C:16]2([CH2:21][CH2:22][CH3:23])[O:20][CH2:19][CH2:18][O:17]2)[CH:9]=[CH:8][N:7]=1)(=O)C.[OH-].[Na+]. The catalyst is CO. The product is [CH3:12][C:11]1[C:6]([CH2:5][OH:4])=[N:7][CH:8]=[CH:9][C:10]=1[O:13][CH2:14][CH2:15][C:16]1([CH2:21][CH2:22][CH3:23])[O:20][CH2:19][CH2:18][O:17]1. The yield is 0.850. (5) The yield is 0.120. The reactants are C([N:8]1[CH2:13][CH:12]=[C:11]([C:14]2[C:18]([CH2:19][N:20]3[CH2:24][CH:23]4[CH2:25][N:26]([C:28]([O:30][C:31]([CH3:34])([CH3:33])[CH3:32])=[O:29])[CH2:27][CH:22]4[CH2:21]3)=[CH:17][N:16]([CH3:35])[N:15]=2)[CH2:10][CH2:9]1)C1C=CC=CC=1.[H][H]. The catalyst is C(OCC)(=O)C.[Pd]. The product is [CH3:35][N:16]1[CH:17]=[C:18]([CH2:19][N:20]2[CH2:21][CH:22]3[CH2:27][N:26]([C:28]([O:30][C:31]([CH3:34])([CH3:32])[CH3:33])=[O:29])[CH2:25][CH:23]3[CH2:24]2)[C:14]([CH:11]2[CH2:12][CH2:13][NH:8][CH2:9][CH2:10]2)=[N:15]1. (6) The reactants are [Cl:1][C:2]1[C:11]2[C:6](=[CH:7][CH:8]=[CH:9][CH:10]=2)[CH:5]=[CH:4][C:3]=1[O:12][CH2:13][CH:14]([NH2:16])[CH3:15].[O:17]1[CH:21]=[CH:20][CH:19]=[C:18]1[CH:22]=O. No catalyst specified. The product is [Cl:1][C:2]1[C:11]2[C:6](=[CH:7][CH:8]=[CH:9][CH:10]=2)[CH:5]=[CH:4][C:3]=1[O:12][CH2:13][CH:14]([NH:16][CH2:22][C:18]1[O:17][CH:21]=[CH:20][CH:19]=1)[CH3:15]. The yield is 0.850. (7) The reactants are Br[C:2]1[N:10]([CH2:11][C:12]2[CH:17]=[CH:16][C:15]([Cl:18])=[CH:14][CH:13]=2)[C:9]2[C:8](=[O:19])[N:7]([CH3:20])[C:6](=[O:21])[N:5]([CH3:22])[C:4]=2[N:3]=1.[F:23][C:24]([F:33])([F:32])[C:25]1[CH:26]=[C:27]([SH:31])[CH:28]=[CH:29][CH:30]=1.C(=O)([O-])[O-].[K+].[K+]. The catalyst is CN(C=O)C.C(OCC)(=O)C. The product is [Cl:18][C:15]1[CH:16]=[CH:17][C:12]([CH2:11][N:10]2[C:9]3[C:8](=[O:19])[N:7]([CH3:20])[C:6](=[O:21])[N:5]([CH3:22])[C:4]=3[N:3]=[C:2]2[S:31][C:27]2[CH:28]=[CH:29][CH:30]=[C:25]([C:24]([F:23])([F:32])[F:33])[CH:26]=2)=[CH:13][CH:14]=1. The yield is 0.709. (8) The reactants are Br[C:2]1[C:3]([NH2:9])=[N:4][CH:5]=[C:6]([Br:8])[N:7]=1.[C:10](=[O:13])([O-])[O-].[Cs+].[Cs+]. The catalyst is CN1C(=O)CCC1. The product is [Br:8][C:6]1[N:7]=[C:2]([N:4]2[CH2:5][CH2:10][O:13][CH2:2][CH2:3]2)[C:3]([NH2:9])=[N:4][CH:5]=1. The yield is 0.710. (9) The reactants are [CH2:1]([O:8][C:9]1[CH:24]=[C:23]([N:25]([CH2:31][C:32]2[CH:37]=[CH:36][C:35]([CH:38]3[CH2:43][CH2:42][CH2:41][CH2:40][CH2:39]3)=[CH:34][CH:33]=2)[C:26](=[O:30])[CH2:27][NH:28][CH3:29])[CH:22]=[CH:21][C:10]=1[C:11]([O:13][CH2:14][C:15]1[CH:20]=[CH:19][CH:18]=[CH:17][CH:16]=1)=[O:12])[C:2]1[CH:7]=[CH:6][CH:5]=[CH:4][CH:3]=1.[CH3:44][O:45][C:46]1[CH:51]=[CH:50][C:49]([S:52](Cl)(=[O:54])=[O:53])=[CH:48][CH:47]=1. No catalyst specified. The product is [CH2:1]([O:8][C:9]1[CH:24]=[C:23]([N:25]([CH2:31][C:32]2[CH:33]=[CH:34][C:35]([CH:38]3[CH2:43][CH2:42][CH2:41][CH2:40][CH2:39]3)=[CH:36][CH:37]=2)[C:26](=[O:30])[CH2:27][N:28]([CH3:29])[S:52]([C:49]2[CH:48]=[CH:47][C:46]([O:45][CH3:44])=[CH:51][CH:50]=2)(=[O:54])=[O:53])[CH:22]=[CH:21][C:10]=1[C:11]([O:13][CH2:14][C:15]1[CH:20]=[CH:19][CH:18]=[CH:17][CH:16]=1)=[O:12])[C:2]1[CH:3]=[CH:4][CH:5]=[CH:6][CH:7]=1. The yield is 0.790. (10) The reactants are O[CH2:2][C@H:3]1[CH2:6][C@H:5]([NH:7][C:8](=[O:14])[O:9][C:10]([CH3:13])([CH3:12])[CH3:11])[CH2:4]1.CCN(C(C)C)C(C)C.CS(Cl)(=O)=O.S([O-])(=O)(=O)C.[F:34][C:35]([F:44])([F:43])[C:36]1[CH:37]=[C:38]([SH:42])[CH:39]=[CH:40][CH:41]=1.C([O-])([O-])=O.[K+].[K+]. The catalyst is C(Cl)Cl.CN(C=O)C. The product is [F:44][C:35]([F:34])([F:43])[C:36]1[CH:37]=[C:38]([S:42][CH2:2][C@H:3]2[CH2:6][C@H:5]([NH:7][C:8](=[O:14])[O:9][C:10]([CH3:13])([CH3:12])[CH3:11])[CH2:4]2)[CH:39]=[CH:40][CH:41]=1. The yield is 1.00.